This data is from Forward reaction prediction with 1.9M reactions from USPTO patents (1976-2016). The task is: Predict the product of the given reaction. (1) Given the reactants [NH2:1][C:2]1[CH:12]=[CH:11][C:5]([C:6]([N:8]([CH3:10])[CH3:9])=[O:7])=[CH:4][CH:3]=1.[H-].[Na+].[F:15][C:16]([F:46])([F:45])[C:17]1[CH:22]=[CH:21][C:20]([C@@H:23]2[C:32]3[C:27](=[CH:28][CH:29]=[CH:30][CH:31]=3)[CH2:26][CH2:25][N:24]2[C:33](OC2C=CC([N+]([O-])=O)=CC=2)=[O:34])=[CH:19][CH:18]=1.O, predict the reaction product. The product is: [CH3:9][N:8]([CH3:10])[C:6]([C:5]1[CH:11]=[CH:12][C:2]([NH:1][C:33]([N:24]2[CH2:25][CH2:26][C:27]3[C:32](=[CH:31][CH:30]=[CH:29][CH:28]=3)[C@H:23]2[C:20]2[CH:21]=[CH:22][C:17]([C:16]([F:45])([F:15])[F:46])=[CH:18][CH:19]=2)=[O:34])=[CH:3][CH:4]=1)=[O:7]. (2) Given the reactants [O:1]=[C:2]([C:15]1[CH:20]=[CH:19][CH:18]=[CH:17][CH:16]=1)[C@@H:3]([NH:7][C:8](=[O:14])[O:9][C:10]([CH3:13])([CH3:12])[CH3:11])[CH2:4][CH2:5]C.CON(C)C(=O)[C@@H](NC(=O)OC(C)(C)C)CC, predict the reaction product. The product is: [O:1]=[C:2]([C:15]1[CH:16]=[CH:17][CH:18]=[CH:19][CH:20]=1)[C@@H:3]([NH:7][C:8](=[O:14])[O:9][C:10]([CH3:12])([CH3:13])[CH3:11])[CH2:4][CH3:5]. (3) The product is: [S:18]([CH2:13][CH2:14][CH2:15][CH2:16][N+:2]([CH2:3][CH2:4][CH2:5][NH:6][C:7](=[O:11])[C:8]([CH3:10])=[CH2:9])([CH3:12])[CH3:1])([O-:17])(=[O:20])=[O:19]. Given the reactants [CH3:1][N:2]([CH3:12])[CH2:3][CH2:4][CH2:5][NH:6][C:7](=[O:11])[C:8]([CH3:10])=[CH2:9].[CH2:13]1[S:18](=[O:20])(=[O:19])[O:17][CH2:16][CH2:15][CH2:14]1.CC(C)=O.CO, predict the reaction product. (4) Given the reactants C([O:4][CH:5]1[CH:10]=[CH:9][CH2:8][N:7]([C:11](=[O:24])[C@@H:12]([CH:21]([CH3:23])[CH3:22])[NH:13][C:14]([O:16][C:17]([CH3:20])([CH3:19])[CH3:18])=[O:15])[CH2:6]1)(=O)C.[OH-].[Na+].C(O)(=O)C.C(Cl)(Cl)Cl, predict the reaction product. The product is: [C:14]([NH:13][C@@H:12]([C:11]([N:7]1[CH2:8][CH:9]=[CH:10][CH:5]([OH:4])[CH2:6]1)=[O:24])[CH:21]([CH3:23])[CH3:22])([O:16][C:17]([CH3:18])([CH3:19])[CH3:20])=[O:15]. (5) Given the reactants [N:1]1[CH:6]=[CH:5][CH:4]=[CH:3][C:2]=1[CH2:7][C:8]12[CH2:28][CH2:27][C:22]3([O:26][CH2:25][CH2:24][O:23]3)[CH2:21][CH:9]1[CH2:10][CH2:11][CH2:12][C:13]1[CH:18]=[C:17]([CH:19]=[O:20])[N:16]=[CH:15][C:14]=12.[F:29][C:30]1[CH:35]=[CH:34][C:33]([Mg]Br)=[CH:32][CH:31]=1.[NH4+].[Cl-].CC(OI1(OC(C)=O)(OC(C)=O)OC(=O)C2C=CC=CC1=2)=O.C([O-])(O)=O.[Na+].[O-]S([O-])(=S)=O.[Na+].[Na+], predict the reaction product. The product is: [F:29][C:30]1[CH:35]=[CH:34][C:33]([C:19]([C:17]2[N:16]=[CH:15][C:14]3[C@:8]4([CH2:7][C:2]5[CH:3]=[CH:4][CH:5]=[CH:6][N:1]=5)[CH2:28][CH2:27][C:22]5([O:26][CH2:25][CH2:24][O:23]5)[CH2:21][C@H:9]4[CH2:10][CH2:11][CH2:12][C:13]=3[CH:18]=2)=[O:20])=[CH:32][CH:31]=1. (6) Given the reactants [CH3:1][O:2][C:3]1[CH:8]=[CH:7][NH:6][C:5](=[O:9])[C:4]=1[C:10]#[N:11].Br[CH:13]([CH3:19])[C:14]([O:16][CH2:17][CH3:18])=[O:15].C(=O)([O-])[O-].[Cs+].[Cs+].CN(C)C=O, predict the reaction product. The product is: [C:10]([C:4]1[C:5](=[O:9])[N:6]([CH:13]([CH3:19])[C:14]([O:16][CH2:17][CH3:18])=[O:15])[CH:7]=[CH:8][C:3]=1[O:2][CH3:1])#[N:11]. (7) Given the reactants Cl[C:2]1[C:7]([CH2:8][C:9]([O:11][CH3:12])=[O:10])=[C:6]([N:13]([CH3:15])[CH3:14])[N:5]=[C:4]([CH2:16][C:17]2[CH:22]=[CH:21][C:20]([N+:23]([O-:25])=[O:24])=[CH:19][CH:18]=2)[N:3]=1.[Cl-].[CH3:27][NH2+:28][CH3:29].C(N(CC)C(C)C)(C)C.O, predict the reaction product. The product is: [CH3:27][N:28]([CH3:29])[C:2]1[C:7]([CH2:8][C:9]([O:11][CH3:12])=[O:10])=[C:6]([N:13]([CH3:15])[CH3:14])[N:5]=[C:4]([CH2:16][C:17]2[CH:22]=[CH:21][C:20]([N+:23]([O-:25])=[O:24])=[CH:19][CH:18]=2)[N:3]=1. (8) Given the reactants [CH3:1][C:2]1[CH:3]=[CH:4][C:5]2[O:9][CH:8]=[N:7][C:6]=2[CH:10]=1.C1C(=O)N([Br:18])C(=O)C1.CC(N=NC(C#N)(C)C)(C#N)C, predict the reaction product. The product is: [Br:18][CH2:1][C:2]1[CH:3]=[CH:4][C:5]2[O:9][CH:8]=[N:7][C:6]=2[CH:10]=1. (9) The product is: [Cl:1][C:2]1[CH:7]=[CH:6][CH:5]=[CH:4][C:3]=1[CH2:8][CH2:9][N:10]1[CH:14]=[C:13]([C:15]2[CH:20]=[C:19]([C:21]#[N:23])[CH:18]=[CH:17][N:16]=2)[N:12]=[CH:11]1. Given the reactants [Cl:1][C:2]1[CH:7]=[CH:6][CH:5]=[CH:4][C:3]=1[CH2:8][CH2:9][N:10]1[CH:14]=[C:13]([C:15]2[CH:20]=[C:19]([C:21]([NH2:23])=O)[CH:18]=[CH:17][N:16]=2)[N:12]=[CH:11]1.N1C=CC=CC=1.C(OC(C(F)(F)F)=O)(C(F)(F)F)=O, predict the reaction product.